This data is from Full USPTO retrosynthesis dataset with 1.9M reactions from patents (1976-2016). The task is: Predict the reactants needed to synthesize the given product. (1) Given the product [CH3:26][C:27]1([CH2:31][S:22][C:12]2[N:11]([C:8]3[CH:9]=[CH:10][C:5]([O:4][CH2:3][C:2]([F:1])([F:23])[F:24])=[CH:6][CH:7]=3)[C:16](=[O:17])[C:15]3[CH2:18][C:19](=[O:21])[NH:20][C:14]=3[N:13]=2)[CH2:30][O:29][CH2:28]1, predict the reactants needed to synthesize it. The reactants are: [F:1][C:2]([F:24])([F:23])[CH2:3][O:4][C:5]1[CH:10]=[CH:9][C:8]([N:11]2[C:16](=[O:17])[C:15]3[CH2:18][C:19](=[O:21])[NH:20][C:14]=3[NH:13][C:12]2=[S:22])=[CH:7][CH:6]=1.Cl[CH2:26][C:27]1([CH3:31])[CH2:30][O:29][CH2:28]1.C(=O)([O-])O.[Na+].C(O)(=O)CC(CC(O)=O)(C(O)=O)O. (2) Given the product [Cl:6][C:7]1[CH:12]=[C:11]([N+:13]([O-:15])=[O:14])[CH:10]=[CH:9][C:8]=1[CH2:16][CH2:17][NH:2][CH2:1][CH:29]1[CH2:30][CH2:33]1, predict the reactants needed to synthesize it. The reactants are: [CH3:1][NH:2]C1CC1.[Cl:6][C:7]1[CH:12]=[C:11]([N+:13]([O-:15])=[O:14])[CH:10]=[CH:9][C:8]=1[CH2:16][CH:17]=O.C(O[BH-](O[C:29](=O)[CH3:30])OC(=O)C)(=O)C.[Na+].[C:33](=O)([O-])O.[Na+]. (3) Given the product [Cl:16][C:2]1[C:3]([C:11]([OH:13])=[O:12])=[N:4][N:5]([CH3:10])[C:6](=[O:9])[C:7]=1[CH3:8], predict the reactants needed to synthesize it. The reactants are: O[C:2]1[C:3]([C:11]([OH:13])=[O:12])=[N:4][N:5]([CH3:10])[C:6](=[O:9])[C:7]=1[CH3:8].O=P(Cl)(Cl)[Cl:16].